Dataset: Catalyst prediction with 721,799 reactions and 888 catalyst types from USPTO. Task: Predict which catalyst facilitates the given reaction. (1) Reactant: Br[C:2]1[CH:13]=[CH:12][C:5]2[O:6][CH2:7][C:8](=[O:11])[N:9]([CH3:10])[C:4]=2[CH:3]=1.[CH3:14][C:15]1([CH3:31])[C:19]([CH3:21])([CH3:20])[O:18][B:17]([B:17]2[O:18][C:19]([CH3:21])([CH3:20])[C:15]([CH3:31])([CH3:14])[O:16]2)[O:16]1.C([O-])(=O)C.[K+]. Product: [CH3:10][N:9]1[C:8](=[O:11])[CH2:7][O:6][C:5]2[CH:12]=[CH:13][C:2]([B:17]3[O:18][C:19]([CH3:21])([CH3:20])[C:15]([CH3:31])([CH3:14])[O:16]3)=[CH:3][C:4]1=2. The catalyst class is: 10. (2) Reactant: [CH2:1]([N:8]1[CH:12]=[CH:11][N:10]=[C:9]1[C:13]([C:21]1[CH:26]=[CH:25][CH:24]=[CH:23][CH:22]=1)([C:15]1[CH:20]=[CH:19][CH:18]=[CH:17][CH:16]=1)[OH:14])[C:2]1[CH:7]=[CH:6][CH:5]=[CH:4][CH:3]=1.[C:27](OC(=O)C)(=[O:29])[CH3:28]. Product: [C:27]([O:14][C:13]([C:9]1[N:8]([CH2:1][C:2]2[CH:3]=[CH:4][CH:5]=[CH:6][CH:7]=2)[CH:12]=[CH:11][N:10]=1)([C:21]1[CH:26]=[CH:25][CH:24]=[CH:23][CH:22]=1)[C:15]1[CH:16]=[CH:17][CH:18]=[CH:19][CH:20]=1)(=[O:29])[CH3:28]. The catalyst class is: 17. (3) Reactant: [F:1][C:2]1[CH:26]=[CH:25][C:5]([CH2:6][N:7]2[C:11]3=[CH:12][N:13]=[C:14]([C:20](OCC)=[O:21])[C:15]([CH2:16][CH2:17][CH2:18][OH:19])=[C:10]3[CH:9]=[CH:8]2)=[CH:4][CH:3]=1.[OH-:27].[Na+].[NH2:29]O.C(O)(=O)C. Product: [F:1][C:2]1[CH:26]=[CH:25][C:5]([CH2:6][N:7]2[C:11]3=[CH:12][N:13]=[C:14]([C:20]([NH:29][OH:27])=[O:21])[C:15]([CH2:16][CH2:17][CH2:18][OH:19])=[C:10]3[CH:9]=[CH:8]2)=[CH:4][CH:3]=1. The catalyst class is: 5. (4) Reactant: [N:1]([C:4]([CH3:15])([CH3:14])[CH2:5][C:6]([NH:8][CH2:9][C:10]([F:13])([F:12])[F:11])=O)=[N+]=[N-].[H-].[H-].[H-].[H-].[Li+].[Al+3].O.[OH-].[Na+]. Product: [CH3:15][C:4]([NH2:1])([CH3:14])[CH2:5][CH2:6][NH:8][CH2:9][C:10]([F:11])([F:12])[F:13]. The catalyst class is: 1. (5) Reactant: Cl[Si](C)(C)C.[C:6]([C:9]1[CH:10]=[C:11]([C:23]([CH3:26])([CH3:25])[CH3:24])[C:12]([O:19]COC)=[C:13]([NH:15][C:16](=[O:18])[CH3:17])[CH:14]=1)(=[O:8])[CH3:7].[I-].[Na+].C(=O)([O-])O.[Na+]. Product: [C:6]([C:9]1[CH:10]=[C:11]([C:23]([CH3:26])([CH3:25])[CH3:24])[C:12]([OH:19])=[C:13]([NH:15][C:16](=[O:18])[CH3:17])[CH:14]=1)(=[O:8])[CH3:7]. The catalyst class is: 7. (6) Reactant: CC(C)=O.[CH2:5]([N:7]([CH2:44][CH3:45])[CH2:8][CH2:9][CH2:10][NH:11][C:12]1[N:13]=[C:14]([C:31]2[CH:32]=[C:33]([CH:40]=[CH:41][C:42]=2[CH3:43])[C:34]([NH:36][CH2:37][CH2:38][CH3:39])=[O:35])[C:15]2[CH2:20][NH:19][C:18](=[O:21])[N:17]([C:22]3[C:27]([F:28])=[CH:26][CH:25]=[CH:24][C:23]=3[F:29])[C:16]=2[N:30]=1)[CH3:6].[P:46](=[O:50])([OH:49])([OH:48])[OH:47]. Product: [P:46]([OH:50])([OH:49])([OH:48])=[O:47].[CH2:44]([N:7]([CH2:5][CH3:6])[CH2:8][CH2:9][CH2:10][NH:11][C:12]1[N:13]=[C:14]([C:31]2[CH:32]=[C:33]([CH:40]=[CH:41][C:42]=2[CH3:43])[C:34]([NH:36][CH2:37][CH2:38][CH3:39])=[O:35])[C:15]2[CH2:20][NH:19][C:18](=[O:21])[N:17]([C:22]3[C:23]([F:29])=[CH:24][CH:25]=[CH:26][C:27]=3[F:28])[C:16]=2[N:30]=1)[CH3:45]. The catalyst class is: 5.